From a dataset of Forward reaction prediction with 1.9M reactions from USPTO patents (1976-2016). Predict the product of the given reaction. (1) Given the reactants [NH2:1][C:2]1[CH:7]=[CH:6][C:5](B(O)O)=[CH:4][CH:3]=1.Br[C:12]1[CH:17]=[CH:16][C:15]([C:18]([F:21])([F:20])[F:19])=[C:14]([N+:22]([O-:24])=[O:23])[CH:13]=1, predict the reaction product. The product is: [N+:22]([C:14]1[CH:13]=[C:12]([C:5]2[CH:6]=[CH:7][C:2]([NH2:1])=[CH:3][CH:4]=2)[CH:17]=[CH:16][C:15]=1[C:18]([F:21])([F:20])[F:19])([O-:24])=[O:23]. (2) Given the reactants [Cl:1][C:2]1[N:3]=[C:4](Cl)[C:5]2[O:10][CH:9]=[CH:8][C:6]=2[N:7]=1.O1CCOCC1.[CH:18]1([NH2:21])[CH2:20][CH2:19]1, predict the reaction product. The product is: [Cl:1][C:2]1[N:3]=[C:4]([NH:21][CH:18]2[CH2:20][CH2:19]2)[C:5]2[O:10][CH:9]=[CH:8][C:6]=2[N:7]=1.